From a dataset of Forward reaction prediction with 1.9M reactions from USPTO patents (1976-2016). Predict the product of the given reaction. (1) Given the reactants [CH3:1][C:2]1[C:10]2[C:9](=[O:11])[NH:8][CH:7]=[N:6][C:5]=2[S:4][C:3]=1[C:12]([O:14][CH3:15])=[O:13].C([O-])([O-])=O.[K+].[K+].Cl[CH2:23][C:24]([NH:26][CH:27]1[CH2:32][CH2:31][CH2:30][CH2:29][CH2:28]1)=[O:25], predict the reaction product. The product is: [CH:27]1([NH:26][C:24](=[O:25])[CH2:23][N:8]2[C:9](=[O:11])[C:10]3[C:2]([CH3:1])=[C:3]([C:12]([O:14][CH3:15])=[O:13])[S:4][C:5]=3[N:6]=[CH:7]2)[CH2:32][CH2:31][CH2:30][CH2:29][CH2:28]1. (2) Given the reactants C([O:3][C:4]([C:6]1[C:7]([OH:19])=[C:8]2[C:13](=[N:14][CH:15]=1)[N:12]=[C:11]([C:16]([OH:18])=[O:17])[CH:10]=[CH:9]2)=[O:5])C.[OH-].[K+].Cl, predict the reaction product. The product is: [OH:19][C:7]1[C:6]([C:4]([OH:5])=[O:3])=[CH:15][N:14]=[C:13]2[C:8]=1[CH:9]=[CH:10][C:11]([C:16]([OH:18])=[O:17])=[N:12]2.